Dataset: Catalyst prediction with 721,799 reactions and 888 catalyst types from USPTO. Task: Predict which catalyst facilitates the given reaction. (1) Reactant: C1(C[O:8][C@H:9]2[CH2:14][CH2:13][CH2:12][CH2:11][C@@H:10]2[NH:15][CH:16]2[CH2:21][CH2:20][N:19]([C:22]([O:24][C:25]([CH3:28])([CH3:27])[CH3:26])=[O:23])[CH2:18][CH2:17]2)C=CC=CC=1.C1CCCCC=1. Product: [OH:8][C@H:9]1[CH2:14][CH2:13][CH2:12][CH2:11][C@@H:10]1[NH:15][CH:16]1[CH2:17][CH2:18][N:19]([C:22]([O:24][C:25]([CH3:28])([CH3:27])[CH3:26])=[O:23])[CH2:20][CH2:21]1. The catalyst class is: 320. (2) Reactant: [CH3:1][C@H:2]1[CH2:7][C:6](=[O:8])[CH2:5][C@H:4]([CH3:9])[O:3]1.[Li+].C[Si]([N-][Si](C)(C)C)(C)C.C1C=CC(N([S:27]([C:30]([F:33])([F:32])[F:31])(=[O:29])=[O:28])[S:27]([C:30]([F:33])([F:32])[F:31])(=[O:29])=[O:28])=CC=1. Product: [F:31][C:30]([F:33])([F:32])[S:27]([O:8][C:6]1[CH2:7][C@H:2]([CH3:1])[O:3][C@@H:4]([CH3:9])[CH:5]=1)(=[O:29])=[O:28]. The catalyst class is: 116. (3) Reactant: [OH:1][C:2]1[C:9]([O:10][CH3:11])=[CH:8][C:5]([CH:6]=[O:7])=[C:4]([N+:12]([O-:14])=[O:13])[CH:3]=1.[F:15][C:16]([F:35])([F:34])[S:17](N(C1C=CC=CC=1)[S:17]([C:16]([F:35])([F:34])[F:15])(=[O:19])=[O:18])(=[O:19])=[O:18]. Product: [F:15][C:16]([F:35])([F:34])[S:17]([O:1][C:2]1[CH:3]=[C:4]([N+:12]([O-:14])=[O:13])[C:5]([CH:6]=[O:7])=[CH:8][C:9]=1[O:10][CH3:11])(=[O:19])=[O:18]. The catalyst class is: 2. (4) Reactant: Br[C:2]1[CH:3]=[C:4]2[C:8](=[CH:9][CH:10]=1)[N:7]([CH3:11])[C:6](=[O:12])[CH2:5]2.[CH3:13][C:14]1([CH3:30])[C:18]([CH3:20])([CH3:19])[O:17][B:16]([B:16]2[O:17][C:18]([CH3:20])([CH3:19])[C:14]([CH3:30])([CH3:13])[O:15]2)[O:15]1.ClCCl.C([O-])(=O)C.[K+]. Product: [CH3:11][N:7]1[C:8]2[C:4](=[CH:3][C:2]([B:16]3[O:17][C:18]([CH3:20])([CH3:19])[C:14]([CH3:30])([CH3:13])[O:15]3)=[CH:10][CH:9]=2)[CH2:5][C:6]1=[O:12]. The catalyst class is: 75. (5) Reactant: [C:1]1([C:7]2[N:12]=[C:11]3[CH:13]=[CH:14][CH:15]=[N:16][C:10]3=[N:9][C:8]=2[C:17]2[CH:22]=[CH:21][CH:20]=[CH:19][CH:18]=2)[CH:6]=[CH:5][CH:4]=[CH:3][CH:2]=1.C(N(CC)CC)C. Product: [C:1]1([C:7]2[N:12]=[C:11]3[CH2:13][CH2:14][CH2:15][NH:16][C:10]3=[N:9][C:8]=2[C:17]2[CH:18]=[CH:19][CH:20]=[CH:21][CH:22]=2)[CH:2]=[CH:3][CH:4]=[CH:5][CH:6]=1. The catalyst class is: 354. (6) Reactant: [C:1]([N:5]1[C:9]([C:10]2[CH:15]=[CH:14][C:13]([F:16])=[CH:12][CH:11]=2)=[C:8]([C:17]([NH2:19])=O)[CH:7]=[N:6]1)([CH3:4])([CH3:3])[CH3:2].COC1C=CC(P2(SP(C3C=CC(OC)=CC=3)(=S)S2)=[S:29])=CC=1. Product: [C:1]([N:5]1[C:9]([C:10]2[CH:15]=[CH:14][C:13]([F:16])=[CH:12][CH:11]=2)=[C:8]([C:17](=[S:29])[NH2:19])[CH:7]=[N:6]1)([CH3:4])([CH3:3])[CH3:2]. The catalyst class is: 1. (7) Reactant: [Cl:1][C:2]1[CH:24]=[C:23]([Cl:25])[CH:22]=[CH:21][C:3]=1[C:4]([C:6]1[C:7]([CH3:20])=[CH:8][N:9]2[C:14]=1[CH:13]=[C:12]([C:15]([O:17][CH2:18][CH3:19])=[O:16])[CH:11]=[CH:10]2)=O. Product: [Cl:1][C:2]1[CH:24]=[C:23]([Cl:25])[CH:22]=[CH:21][C:3]=1[CH2:4][C:6]1[C:7]([CH3:20])=[CH:8][N:9]2[C:14]=1[CH:13]=[C:12]([C:15]([O:17][CH2:18][CH3:19])=[O:16])[CH:11]=[CH:10]2. The catalyst class is: 7.